Dataset: Full USPTO retrosynthesis dataset with 1.9M reactions from patents (1976-2016). Task: Predict the reactants needed to synthesize the given product. (1) Given the product [NH2:28][C:22]1[N:21]=[C:20]([C:8]2[CH:9]=[C:2]3[C:3]([C:4]([NH2:5])=[N:35][NH:36]3)=[CH:6][CH:7]=2)[CH:25]=[C:24]([S:26][CH3:27])[N:23]=1, predict the reactants needed to synthesize it. The reactants are: F[C:2]1[CH:9]=[C:8](B2OC(C)(C)C(C)(C)O2)[CH:7]=[CH:6][C:3]=1[C:4]#[N:5].Cl[C:20]1[CH:25]=[C:24]([S:26][CH3:27])[N:23]=[C:22]([NH2:28])[N:21]=1.C([O-])(O)=O.[Na+].O.[NH2:35][NH2:36]. (2) Given the product [CH3:1][O:2][C:3]([C:5]1[N:6]=[C:7]([C:30]2[CH:31]=[N:32][CH:33]=[CH:34][CH:35]=2)[C:8]2[C:9](=[O:23])[N:10]([CH2:16][C:17]3[CH:22]=[CH:21][CH:20]=[CH:19][CH:18]=3)[CH:11]=[CH:12][C:13]=2[C:14]=1[OH:15])=[O:4], predict the reactants needed to synthesize it. The reactants are: [CH3:1][O:2][C:3]([C:5]1[N:6]=[C:7](I)[C:8]2[C:9](=[O:23])[N:10]([CH2:16][C:17]3[CH:22]=[CH:21][CH:20]=[CH:19][CH:18]=3)[CH:11]=[CH:12][C:13]=2[C:14]=1[OH:15])=[O:4].C([Sn](CCCC)(CCCC)[C:30]1[CH:31]=[N:32][CH:33]=[CH:34][CH:35]=1)CCC.CCOC(C)=O.Cl. (3) Given the product [F:1][C:2]1[CH:3]=[C:4]([C:9]2[CH:18]=[N:17][C:16]3[C:11](=[CH:12][C:13]([C:23]4[CH:28]=[CH:27][C:26]([F:29])=[C:25]([F:30])[CH:24]=4)=[C:14]([OH:22])[C:15]=3[C:32]([NH:34][CH2:35][C:36]([O:38][CH2:44][CH3:45])=[O:37])=[O:62])[N:10]=2)[CH:5]=[CH:6][C:7]=1[F:8], predict the reactants needed to synthesize it. The reactants are: [F:1][C:2]1[CH:3]=[C:4]([C:9]2[CH:18]=[N:17][C:16]3[C:15](C(O)=O)=[C:14]([OH:22])[C:13]([C:23]4[CH:28]=[CH:27][C:26]([F:29])=[C:25]([F:30])[CH:24]=4)=[CH:12][C:11]=3[N:10]=2)[CH:5]=[CH:6][C:7]=1[F:8].Cl.[CH2:32]([NH:34][CH2:35][C:36]([OH:38])=[O:37])C.C(N([CH2:44][CH3:45])CC)C.C1CN([P+]([O:62]N2N=NC3C=CC=CC2=3)(N2CCCC2)N2CCCC2)CC1.F[P-](F)(F)(F)(F)F. (4) Given the product [CH2:1]([C:8]1[CH:9]=[N:10][C:11]2[C:16]([C:17]=1[C:18]1[CH:19]=[C:20]([NH:24][CH2:35][C:33]3[S:34][C:30]([CH3:29])=[CH:31][CH:32]=3)[CH:21]=[CH:22][CH:23]=1)=[CH:15][CH:14]=[CH:13][C:12]=2[C:25]([F:28])([F:26])[F:27])[C:2]1[CH:3]=[CH:4][CH:5]=[CH:6][CH:7]=1, predict the reactants needed to synthesize it. The reactants are: [CH2:1]([C:8]1[CH:9]=[N:10][C:11]2[C:16]([C:17]=1[C:18]1[CH:19]=[C:20]([NH2:24])[CH:21]=[CH:22][CH:23]=1)=[CH:15][CH:14]=[CH:13][C:12]=2[C:25]([F:28])([F:27])[F:26])[C:2]1[CH:7]=[CH:6][CH:5]=[CH:4][CH:3]=1.[CH3:29][C:30]1[S:34][C:33]([CH:35]=O)=[CH:32][CH:31]=1. (5) Given the product [Br:1][C:2]12[C:29]3[C:24](=[CH:25][CH:26]=[CH:27][CH:28]=3)[CH2:10][O:13][CH2:16][C:17]3[C:22](=[CH:21][CH:20]=[CH:19][CH:18]=3)[C:4](=[C:5]([CH:7]=[CH:8]1)[OH:6])[CH:3]2[OH:9], predict the reactants needed to synthesize it. The reactants are: [Br:1][C:2]1[CH:8]=[CH:7][C:5]([OH:6])=[CH:4][C:3]=1[OH:9].[C:10]([O-:13])([O-])=O.[K+].[K+].[CH2:16](Br)[C:17]1[CH:22]=[CH:21][CH:20]=[CH:19][CH:18]=1.[C:24]1(O)[CH:29]=[CH:28][CH:27]=[CH:26][CH:25]=1. (6) The reactants are: [Cl:1][C:2]1[CH:7]=[C:6]([Cl:8])[C:5]([O:9][CH3:10])=[CH:4][C:3]=1[N:11]1[CH2:16][CH2:15][CH:14]([C:17]([O:19]CC)=O)[CH2:13][CH2:12]1.[Cl:22][CH2:23]I.C[Li]. Given the product [Cl:22][CH2:23][C:17]([CH:14]1[CH2:13][CH2:12][N:11]([C:3]2[CH:4]=[C:5]([O:9][CH3:10])[C:6]([Cl:8])=[CH:7][C:2]=2[Cl:1])[CH2:16][CH2:15]1)=[O:19], predict the reactants needed to synthesize it.